This data is from Reaction yield outcomes from USPTO patents with 853,638 reactions. The task is: Predict the reaction yield, written as a fraction of the theoretical maximum amount of product (1.0 means a 100% yield; for example, 0.34 means a 34% yield). The yield is 0.890. The reactants are [CH2:1]([N:9]=[C:10]=[O:11])[CH2:2][C:3]1[CH:8]=[CH:7][CH:6]=[CH:5][CH:4]=1.Cl.[CH2:13](N)[C:14]1[CH:19]=[CH:18][CH:17]=[CH:16][CH:15]=1.C([NH:24]C(C)C)(C)C. The product is [C:3]1([CH2:2][CH2:1][N:9]([CH2:13][C:14]2[CH:19]=[CH:18][CH:17]=[CH:16][CH:15]=2)[C:10]([NH2:24])=[O:11])[CH:8]=[CH:7][CH:6]=[CH:5][CH:4]=1. The catalyst is C(Cl)(Cl)Cl.